From a dataset of Catalyst prediction with 721,799 reactions and 888 catalyst types from USPTO. Predict which catalyst facilitates the given reaction. Reactant: [NH2:1][C@@H:2]([C:6]1[CH:11]=[CH:10][CH:9]=[CH:8][CH:7]=1)[C:3]([OH:5])=[O:4].[OH-].[Na+].Cl[C:15]([O:17][CH3:18])=[O:16]. Product: [CH3:18][O:17][C:15]([NH:1][C@@H:2]([C:6]1[CH:11]=[CH:10][CH:9]=[CH:8][CH:7]=1)[C:3]([OH:5])=[O:4])=[O:16]. The catalyst class is: 225.